Dataset: Full USPTO retrosynthesis dataset with 1.9M reactions from patents (1976-2016). Task: Predict the reactants needed to synthesize the given product. (1) Given the product [C:1]([O:5][C:6](=[O:7])[NH:8][C@H:9]([CH2:14][C:15]1[CH:20]=[CH:19][CH:18]=[CH:17][C:16]=1[F:21])[CH2:10][C:11](=[O:13])[NH:29][C:30]1[C:31](=[O:40])[NH:32][C:33]2[C:38]([CH:39]=1)=[CH:37][CH:36]=[CH:35][CH:34]=2)([CH3:2])([CH3:3])[CH3:4], predict the reactants needed to synthesize it. The reactants are: [C:1]([O:5][C:6]([NH:8][C@H:9]([CH2:14][C:15]1[CH:20]=[CH:19][CH:18]=[CH:17][C:16]=1[F:21])[CH2:10][C:11]([OH:13])=O)=[O:7])([CH3:4])([CH3:3])[CH3:2].CN1CCOCC1.[NH2:29][C:30]1[C:31](=[O:40])[NH:32][C:33]2[C:38]([CH:39]=1)=[CH:37][CH:36]=[CH:35][CH:34]=2.C[N+]1(C2N=C(OC)N=C(OC)N=2)CCOCC1.[Cl-]. (2) Given the product [CH:1]1[C:10]2[C:5](=[CH:6][CH:7]=[CH:8][CH:9]=2)[CH:4]=[CH:3][C:2]=1[C:11]1[C:23]2[C:22]3[C:17](=[CH:18][CH:19]=[CH:20][CH:21]=3)[C:16](=[O:37])[C:15]=2[C:14]([C:24]#[N:25])=[C:13]([N:26]2[CH2:31][CH2:30][CH2:29][CH2:28][CH2:27]2)[CH:12]=1, predict the reactants needed to synthesize it. The reactants are: [CH:1]1[C:10]2[C:5](=[CH:6][CH:7]=[CH:8][CH:9]=2)[CH:4]=[CH:3][C:2]=1[C:11]1[C:23]2[C:22]3[C:17](=[CH:18][CH:19]=[CH:20][CH:21]=3)[CH2:16][C:15]=2[C:14]([C:24]#[N:25])=[C:13]([N:26]2[CH2:31][CH2:30][CH2:29][CH2:28][CH2:27]2)[CH:12]=1.[H-].[Na+].C1C[O:37]CC1.